This data is from Reaction yield outcomes from USPTO patents with 853,638 reactions. The task is: Predict the reaction yield, written as a fraction of the theoretical maximum amount of product (1.0 means a 100% yield; for example, 0.34 means a 34% yield). (1) The reactants are [Cl:1][C:2]1[N:7]=[CH:6][C:5]([CH:8]=[O:9])=[CH:4][CH:3]=1.C1N2CCN(CC2)C1.[C:18]([O:22][CH3:23])(=[O:21])[CH:19]=[CH2:20]. The catalyst is O1CCOCC1.O.[Cl-].[Na+].O. The product is [CH3:23][O:22][C:18](=[O:21])[C:19]([CH:8]([C:5]1[CH:6]=[N:7][C:2]([Cl:1])=[CH:3][CH:4]=1)[OH:9])=[CH2:20]. The yield is 0.680. (2) The reactants are [Cl:1][C:2]1[C:7]([O:8][CH3:9])=[CH:6][C:5]([O:10][CH3:11])=[CH:4][C:3]=1[CH2:12][C:13]([OH:15])=[O:14].O=S(Cl)Cl.[CH3:20]O. The catalyst is CCOC(C)=O. The product is [Cl:1][C:2]1[C:7]([O:8][CH3:9])=[CH:6][C:5]([O:10][CH3:11])=[CH:4][C:3]=1[CH2:12][C:13]([O:15][CH3:20])=[O:14]. The yield is 1.00. (3) The reactants are O[CH2:2][C:3]1[N:4]=[C:5]2[C:10]([NH:11][C:12](=[O:17])[C:13]([CH3:16])([CH3:15])[CH3:14])=[CH:9][CH:8]=[CH:7][N:6]2[C:18]=1[CH3:19].S(Cl)([Cl:22])=O.C(=O)(O)[O-].[Na+]. The catalyst is ClCCl. The product is [Cl:22][CH2:2][C:3]1[N:4]=[C:5]2[C:10]([NH:11][C:12](=[O:17])[C:13]([CH3:16])([CH3:15])[CH3:14])=[CH:9][CH:8]=[CH:7][N:6]2[C:18]=1[CH3:19]. The yield is 0.920. (4) The reactants are [CH3:1][O:2][C:3](=[O:11])[CH2:4]P(OC)(OC)=O.[H-].[Na+].[CH2:14]([O:21][CH2:22][CH2:23][CH2:24][CH2:25][CH2:26][CH2:27][CH2:28][CH2:29][CH2:30][CH2:31][CH2:32]/[CH:33]=[CH:34]\[CH2:35][CH2:36][CH2:37][CH:38]([C:45]([O:47][CH3:48])=[O:46])[C:39](=O)[C:40]([O:42][CH3:43])=[O:41])[C:15]1[CH:20]=[CH:19][CH:18]=[CH:17][CH:16]=1. The catalyst is C1COCC1. The product is [CH2:14]([O:21][CH2:22][CH2:23][CH2:24][CH2:25][CH2:26][CH2:27][CH2:28][CH2:29][CH2:30][CH2:31][CH2:32]/[CH:33]=[CH:34]\[CH2:35][CH2:36][CH2:37]/[C:38](/[C:45]([O:47][CH3:48])=[O:46])=[C:39](/[C:40]([O:42][CH3:43])=[O:41])\[CH2:4][C:3]([O:2][CH3:1])=[O:11])[C:15]1[CH:20]=[CH:19][CH:18]=[CH:17][CH:16]=1. The yield is 0.500. (5) The catalyst is C(Cl)Cl. The yield is 0.650. The product is [C:66]([O:65][C:63](=[O:64])[CH2:62][N:58]1[CH:59]=[CH:60][N:61]=[C:57]1[CH2:56][N:42]([CH2:43][CH2:44][CH2:45][CH2:46][CH2:47][CH2:48][CH2:49][CH2:50][CH2:51][CH2:52][C:53](=[O:54])[NH:1][CH2:2][CH2:3][CH2:4][CH2:5][C@@H:6]([C:7]([O:9][C:10]([CH3:13])([CH3:12])[CH3:11])=[O:8])[NH:14][C:15](=[O:34])[NH:16][C@H:17]([C:18]([O:20][C:21]([CH3:22])([CH3:23])[CH3:24])=[O:19])[CH2:25][CH2:26][C:27]([O:29][C:30]([CH3:33])([CH3:32])[CH3:31])=[O:28])[CH2:41][C:40]([O:39][C:35]([CH3:36])([CH3:37])[CH3:38])=[O:70])([CH3:69])([CH3:67])[CH3:68]. The reactants are [NH2:1][CH2:2][CH2:3][CH2:4][CH2:5][C@H:6]([NH:14][C:15](=[O:34])[NH:16][C@@H:17]([CH2:25][CH2:26][C:27]([O:29][C:30]([CH3:33])([CH3:32])[CH3:31])=[O:28])[C:18]([O:20][C:21]([CH3:24])([CH3:23])[CH3:22])=[O:19])[C:7]([O:9][C:10]([CH3:13])([CH3:12])[CH3:11])=[O:8].[C:35]([O:39][C:40](=[O:70])[CH2:41][N:42]([CH2:56][C:57]1[N:58]([CH2:62][C:63]([O:65][C:66]([CH3:69])([CH3:68])[CH3:67])=[O:64])[CH:59]=[CH:60][N:61]=1)[CH2:43][CH2:44][CH2:45][CH2:46][CH2:47][CH2:48][CH2:49][CH2:50][CH2:51][CH2:52][C:53](O)=[O:54])([CH3:38])([CH3:37])[CH3:36].CCN=C=NCCCN(C)C.C1C=CC2N(O)N=NC=2C=1.CCN(C(C)C)C(C)C.